From a dataset of Catalyst prediction with 721,799 reactions and 888 catalyst types from USPTO. Predict which catalyst facilitates the given reaction. (1) Reactant: Br[C:2]1[CH:7]=[CH:6][CH:5]=[C:4]([Br:8])[CH:3]=1.C(=O)([O-])[O-].[K+].[K+].[CH:15]([C:17]1[CH:18]=[C:19](B(O)O)[CH:20]=[CH:21][CH:22]=1)=[CH2:16]. The catalyst class is: 149. Product: [Br:8][C:4]1[CH:3]=[C:2]([C:21]2[CH:20]=[CH:19][CH:18]=[C:17]([CH:15]=[CH2:16])[CH:22]=2)[CH:7]=[CH:6][CH:5]=1. (2) Reactant: C([O:5][C:6](=[O:36])[CH2:7][CH:8]([OH:35])[CH2:9][CH:10]([OH:34])[CH2:11][CH2:12][C:13]1[N:14]([CH:31]([CH3:33])[CH3:32])[CH:15]=[C:16]([C:25]2[CH:30]=[CH:29][CH:28]=[CH:27][N:26]=2)[C:17]=1[C:18]1[CH:23]=[CH:22][C:21]([F:24])=[CH:20][CH:19]=1)(C)(C)C.[OH-].[Na+:38]. Product: [Na+:38].[F:24][C:21]1[CH:22]=[CH:23][C:18]([C:17]2[C:16]([C:25]3[CH:30]=[CH:29][CH:28]=[CH:27][N:26]=3)=[CH:15][N:14]([CH:31]([CH3:33])[CH3:32])[C:13]=2[CH2:12][CH2:11][C@@H:10]([OH:34])[CH2:9][C@@H:8]([OH:35])[CH2:7][C:6]([O-:36])=[O:5])=[CH:19][CH:20]=1. The catalyst class is: 5. (3) Reactant: [CH:1]1([CH:7]([C:18]2[CH:22]=[C:21]([C:23]3[CH:28]=[CH:27][C:26]([C:29]([F:32])([F:31])[F:30])=[CH:25][CH:24]=3)[O:20][C:19]=2[CH2:33][O:34][CH3:35])[O:8][C:9]2[CH:17]=[CH:16][C:12]([C:13](O)=[O:14])=[CH:11][CH:10]=2)[CH2:6][CH2:5][CH2:4][CH2:3][CH2:2]1.[CH3:36][NH:37][CH2:38][CH2:39][C:40]([O:42]CC)=[O:41].Cl.C(N=C=NCCCN(C)C)C.O.OC1C2N=NNC=2C=CC=1. Product: [CH:1]1([CH:7]([C:18]2[CH:22]=[C:21]([C:23]3[CH:28]=[CH:27][C:26]([C:29]([F:32])([F:31])[F:30])=[CH:25][CH:24]=3)[O:20][C:19]=2[CH2:33][O:34][CH3:35])[O:8][C:9]2[CH:10]=[CH:11][C:12]([C:13]([N:37]([CH3:36])[CH2:38][CH2:39][C:40]([OH:42])=[O:41])=[O:14])=[CH:16][CH:17]=2)[CH2:2][CH2:3][CH2:4][CH2:5][CH2:6]1. The catalyst class is: 842. (4) Reactant: Cl[C:2]1[N:11]=[C:10]2[C:5]([C:6](=[O:21])[C:7]([C:16]([O:18]CC)=[O:17])=[CH:8][N:9]2CCC#N)=[CH:4][C:3]=1[F:22].C(OC([NH:30][C@H:31]1[CH2:35][CH2:34][NH:33][CH2:32]1)=O)(C)(C)C. Product: [NH2:30][C@H:31]1[CH2:35][CH2:34][N:33]([C:2]2[N:11]=[C:10]3[C:5]([C:6](=[O:21])[C:7]([C:16]([OH:18])=[O:17])=[CH:8][NH:9]3)=[CH:4][C:3]=2[F:22])[CH2:32]1. The catalyst class is: 10. (5) Product: [F:1][C:2]1[C:11]([CH2:12][C:13]([NH:25][NH2:26])=[O:15])=[C:10]([F:17])[CH:9]=[C:8]2[C:3]=1[CH:4]=[C:5]([N:18]1[CH2:23][CH2:22][O:21][CH2:20][CH2:19]1)[CH:6]=[N:7]2. Reactant: [F:1][C:2]1[C:11]([CH2:12][C:13]([O:15]C)=O)=[C:10]([F:17])[CH:9]=[C:8]2[C:3]=1[CH:4]=[C:5]([N:18]1[CH2:23][CH2:22][O:21][CH2:20][CH2:19]1)[CH:6]=[N:7]2.O.[NH2:25][NH2:26]. The catalyst class is: 5. (6) Reactant: [C:1]1([C@H:7]2[C@@H:11]([C:12]3[CH:17]=[CH:16][CH:15]=[CH:14][CH:13]=3)[NH:10][C:9](=[S:18])[NH:8]2)[CH:6]=[CH:5][CH:4]=[CH:3][CH:2]=1.[Cl:19][CH2:20][C:21]1[C:30]2[C:25](=[CH:26][CH:27]=[CH:28][CH:29]=2)[CH:24]=[CH:23][C:22]=1[CH3:31]. Product: [ClH:19].[CH3:31][C:22]1[CH:23]=[CH:24][C:25]2[C:30](=[CH:29][CH:28]=[CH:27][CH:26]=2)[C:21]=1[CH2:20][S:18][C:9]1[NH:8][C@H:7]([C:1]2[CH:2]=[CH:3][CH:4]=[CH:5][CH:6]=2)[C@H:11]([C:12]2[CH:13]=[CH:14][CH:15]=[CH:16][CH:17]=2)[N:10]=1. The catalyst class is: 14. (7) Reactant: [C:1]([C:5]1[CH:6]=[C:7]([C:12]2[N:16]([C:17]3[CH:25]=CC(C(O)=O)=[CH:19][CH:18]=3)[N:15]=[C:14]([C:26]3[CH:31]=[CH:30][C:29]([C:32]([O:34][CH3:35])=[O:33])=[CH:28][CH:27]=3)[CH:13]=2)[CH:8]=[C:9]([I:11])[CH:10]=1)([CH3:4])([CH3:3])[CH3:2].Cl.CNC.CCN=C=N[CH2:45][CH2:46][CH2:47][N:48]([CH3:50])[CH3:49].C1C=CC2N([OH:60])N=NC=2C=1. Product: [C:1]([C:5]1[CH:6]=[C:7]([C:12]2[N:16]([C:17]3[CH:25]=[CH:45][C:46]([C:47](=[O:60])[N:48]([CH3:49])[CH3:50])=[CH:19][CH:18]=3)[N:15]=[C:14]([C:26]3[CH:27]=[CH:28][C:29]([C:32]([O:34][CH3:35])=[O:33])=[CH:30][CH:31]=3)[CH:13]=2)[CH:8]=[C:9]([I:11])[CH:10]=1)([CH3:4])([CH3:2])[CH3:3]. The catalyst class is: 2. (8) Reactant: [CH2:1]([O:8][C:9](=[O:26])[C@@H:10]([NH:18][C:19]([O:21]C(C)(C)C)=O)[CH2:11][C:12]1[CH:17]=[CH:16][CH:15]=[CH:14][CH:13]=1)[C:2]1[CH:7]=[CH:6][CH:5]=[CH:4][CH:3]=1.FC(F)(F)C(O)=O.C(N(CC)C(C)C)(C)C.[C:43]([NH:50][C@H:51](C(O)=O)[CH3:52])([O:45][C:46]([CH3:49])([CH3:48])[CH3:47])=[O:44].CN(C(ON1N=NC2C=CC=NC1=2)=[N+](C)C)C.F[P-](F)(F)(F)(F)F. Product: [CH2:1]([O:8][C:9](=[O:26])[C@@H:10]([NH:18][C:19](=[O:21])[C@@H:51]([NH:50][C:43]([O:45][C:46]([CH3:49])([CH3:48])[CH3:47])=[O:44])[CH3:52])[CH2:11][C:12]1[CH:13]=[CH:14][CH:15]=[CH:16][CH:17]=1)[C:2]1[CH:3]=[CH:4][CH:5]=[CH:6][CH:7]=1. The catalyst class is: 4.